From a dataset of Forward reaction prediction with 1.9M reactions from USPTO patents (1976-2016). Predict the product of the given reaction. (1) Given the reactants F[C:2]1[C:7]([F:8])=[CH:6][C:5]([F:9])=[CH:4][N:3]=1.[NH2:10][C:11]1[S:15][N:14]=[C:13]([CH3:16])[N:12]=1.Cl[C:18]1[C:27]2[C:22](=[CH:23][CH:24]=[C:25]([OH:28])[CH:26]=2)[N:21]=[CH:20][N:19]=1, predict the reaction product. The product is: [F:8][C:7]1[C:2]([O:28][C:25]2[CH:26]=[C:27]3[C:22](=[CH:23][CH:24]=2)[N:21]=[CH:20][N:19]=[C:18]3[NH:10][C:11]2[S:15][N:14]=[C:13]([CH3:16])[N:12]=2)=[N:3][CH:4]=[C:5]([F:9])[CH:6]=1. (2) Given the reactants [N:1]1[CH:6]=[CH:5][CH:4]=[C:3]([CH2:7][CH2:8][CH2:9][CH:10]([O:20][C:21](=[O:53])[CH2:22][N:23]([CH2:31][C:32]([N:34]2[CH2:39][CH2:38][N:37]([CH:40]([C:47]3[CH:52]=[CH:51][CH:50]=[CH:49][CH:48]=3)[C:41]3[CH:46]=[CH:45][CH:44]=[CH:43][CH:42]=3)[CH2:36][CH2:35]2)=[O:33])C(OC(C)(C)C)=O)[CH2:11][CH2:12][CH2:13][C:14]2[CH:15]=[N:16][CH:17]=[CH:18][CH:19]=2)[CH:2]=1.FC(F)(F)C(O)=O, predict the reaction product. The product is: [N:1]1[CH:6]=[CH:5][CH:4]=[C:3]([CH2:7][CH2:8][CH2:9][CH:10]([O:20][C:21](=[O:53])[CH2:22][NH:23][CH2:31][C:32]([N:34]2[CH2:39][CH2:38][N:37]([CH:40]([C:41]3[CH:46]=[CH:45][CH:44]=[CH:43][CH:42]=3)[C:47]3[CH:48]=[CH:49][CH:50]=[CH:51][CH:52]=3)[CH2:36][CH2:35]2)=[O:33])[CH2:11][CH2:12][CH2:13][C:14]2[CH:15]=[N:16][CH:17]=[CH:18][CH:19]=2)[CH:2]=1. (3) Given the reactants [F:1][C:2]1[CH:7]=[CH:6][CH:5]=[CH:4][C:3]=1[CH:8]([C:11]1[C:19]2[C:14](=[CH:15][C:16]([CH3:27])=[C:17]([O:20][C:21]3[CH:22]=[N:23][CH:24]=[N:25][CH:26]=3)[CH:18]=2)[NH:13][CH:12]=1)[CH2:9][NH2:10].O=[CH:29][C:30]([O:32][CH2:33][CH3:34])=[O:31].Cl.O1CCOCC1, predict the reaction product. The product is: [F:1][C:2]1[CH:7]=[CH:6][CH:5]=[CH:4][C:3]=1[C:8]1[C:11]2[C:19]3[C:14](=[CH:15][C:16]([CH3:27])=[C:17]([O:20][C:21]4[CH:22]=[N:23][CH:24]=[N:25][CH:26]=4)[CH:18]=3)[NH:13][C:12]=2[C:29]([C:30]([O:32][CH2:33][CH3:34])=[O:31])=[N:10][CH:9]=1. (4) Given the reactants [CH2:1]([O:3][C:4]1[CH:9]=[CH:8][C:7]([C:10]2[S:11][CH:12]=[CH:13][CH:14]=2)=[CH:6][CH:5]=1)[CH3:2].[Br:15][C:16]1[CH:17]=[CH:18][C:19]([F:24])=[C:20]([CH:23]=1)[CH:21]=O, predict the reaction product. The product is: [Br:15][C:16]1[CH:17]=[CH:18][C:19]([F:24])=[C:20]([CH2:21][C:12]2[S:11][C:10]([C:7]3[CH:8]=[CH:9][C:4]([O:3][CH2:1][CH3:2])=[CH:5][CH:6]=3)=[CH:14][CH:13]=2)[CH:23]=1. (5) The product is: [Br:1][C:2]1[CH:3]=[CH:4][C:5]([C:8]2[C:9](=[O:18])[NH:10][C:11]3([CH2:17][CH2:16][CH2:15][O:14][CH2:13]3)[N:12]=2)=[CH:6][CH:7]=1. Given the reactants [Br:1][C:2]1[CH:7]=[CH:6][C:5]([CH:8]2[NH:12][C:11]3([CH2:17][CH2:16][CH2:15][O:14][CH2:13]3)[NH:10][C:9]2=[O:18])=[CH:4][CH:3]=1.BrN1C(=O)CCC1=O.C(=O)(O)[O-].[Na+], predict the reaction product. (6) Given the reactants [F:1][C:2]1[CH:39]=[C:38]([N+:40]([O-])=O)[CH:37]=[CH:36][C:3]=1[O:4][C:5]1[CH:10]=[CH:9][N:8]=[C:7]2[CH:11]=[C:12]([C:14]3[N:19]=[CH:18][C:17]([CH2:20][N:21]([CH2:29][CH2:30][O:31][CH2:32][CH2:33][O:34][CH3:35])[C:22](=[O:28])[O:23][C:24]([CH3:27])([CH3:26])[CH3:25])=[CH:16][CH:15]=3)[S:13][C:6]=12.[Cl-].[NH4+], predict the reaction product. The product is: [NH2:40][C:38]1[CH:37]=[CH:36][C:3]([O:4][C:5]2[CH:10]=[CH:9][N:8]=[C:7]3[CH:11]=[C:12]([C:14]4[N:19]=[CH:18][C:17]([CH2:20][N:21]([CH2:29][CH2:30][O:31][CH2:32][CH2:33][O:34][CH3:35])[C:22](=[O:28])[O:23][C:24]([CH3:27])([CH3:26])[CH3:25])=[CH:16][CH:15]=4)[S:13][C:6]=23)=[C:2]([F:1])[CH:39]=1. (7) The product is: [CH3:19][N:20]([CH3:22])[CH2:21][C:18]1[N:10]2[C:11]3[CH2:17][CH2:16][O:15][C:12]=3[CH:13]=[CH:14][C:9]2=[N:8][C:7]=1[C:1]1[CH:2]=[CH:3][CH:4]=[CH:5][CH:6]=1. Given the reactants [C:1]1([C:7]2[N:8]=[C:9]3[CH:14]=[CH:13][C:12]4[O:15][CH2:16][CH2:17][C:11]=4[N:10]3[CH:18]=2)[CH:6]=[CH:5][CH:4]=[CH:3][CH:2]=1.[CH3:19][NH:20][CH3:21].[CH2:22]=O, predict the reaction product. (8) Given the reactants Br[C:2]1[S:10][C:9]2[C:8](=[O:11])[N:7]([CH:12]3[CH2:17][CH2:16][N:15]([C:18]([O:20][C:21]([CH3:24])([CH3:23])[CH3:22])=[O:19])[CH2:14][CH2:13]3)[C:6](=[O:25])[N:5]([CH2:26][C:27]3[CH:32]=[CH:31][C:30]([O:33][CH3:34])=[C:29]([F:35])[CH:28]=3)[C:4]=2[CH:3]=1.[F:36][C:37]1[CH:42]=[CH:41][C:40](B(O)O)=[CH:39][CH:38]=1.C(=O)([O-])[O-].[Cs+].[Cs+], predict the reaction product. The product is: [F:35][C:29]1[CH:28]=[C:27]([CH:32]=[CH:31][C:30]=1[O:33][CH3:34])[CH2:26][N:5]1[C:4]2[CH:3]=[C:2]([C:40]3[CH:41]=[CH:42][C:37]([F:36])=[CH:38][CH:39]=3)[S:10][C:9]=2[C:8](=[O:11])[N:7]([CH:12]2[CH2:17][CH2:16][N:15]([C:18]([O:20][C:21]([CH3:22])([CH3:24])[CH3:23])=[O:19])[CH2:14][CH2:13]2)[C:6]1=[O:25].